This data is from Peptide-MHC class II binding affinity with 134,281 pairs from IEDB. The task is: Regression. Given a peptide amino acid sequence and an MHC pseudo amino acid sequence, predict their binding affinity value. This is MHC class II binding data. (1) The peptide sequence is PSLRTLEDNEERMSRLSKVA. The MHC is HLA-DQA10301-DQB10302 with pseudo-sequence HLA-DQA10301-DQB10302. The binding affinity (normalized) is 0. (2) The peptide sequence is EGELHGRQIRMAKLLG. The MHC is DRB3_0101 with pseudo-sequence DRB3_0101. The binding affinity (normalized) is 0.214. (3) The peptide sequence is QEALNIALVAVSLIA. The MHC is DRB1_0401 with pseudo-sequence DRB1_0401. The binding affinity (normalized) is 0. (4) The peptide sequence is EKNYFAATQFEPLAA. The MHC is HLA-DQA10501-DQB10301 with pseudo-sequence HLA-DQA10501-DQB10301. The binding affinity (normalized) is 0.215. (5) The peptide sequence is GLEWNDNTVRVSETL. The MHC is DRB1_0405 with pseudo-sequence DRB1_0405. The binding affinity (normalized) is 0.199. (6) The peptide sequence is MAAHKFMVAMFLAVA. The MHC is DRB1_1302 with pseudo-sequence DRB1_1302. The binding affinity (normalized) is 0. (7) The peptide sequence is LAAIIFLFGPPTALRS. The MHC is DRB1_0301 with pseudo-sequence DRB1_0301. The binding affinity (normalized) is 0. (8) The peptide sequence is SEKPAVNSPRPAPGA. The MHC is H-2-IAb with pseudo-sequence H-2-IAb. The binding affinity (normalized) is 0.378.